Dataset: Full USPTO retrosynthesis dataset with 1.9M reactions from patents (1976-2016). Task: Predict the reactants needed to synthesize the given product. (1) Given the product [N:14]1[C:13]2[NH:9][CH:10]=[CH:11][C:12]=2[C:17]([C:18]2[CH:19]=[N:20][N:21]([C@@H:23]([CH:27]3[CH2:32][CH2:31][CH2:30][CH2:29][CH2:28]3)[CH2:24][C:25]#[N:26])[CH:22]=2)=[CH:16][N:15]=1, predict the reactants needed to synthesize it. The reactants are: C(OC[N:9]1[C:13]2[N:14]=[N:15][CH:16]=[C:17]([C:18]3[CH:19]=[N:20][N:21]([C@@H:23]([CH:27]4[CH2:32][CH2:31][CH2:30][CH2:29][CH2:28]4)[CH2:24][C:25]#[N:26])[CH:22]=3)[C:12]=2[CH:11]=[CH:10]1)(=O)C(C)(C)C.[OH-].[Na+]. (2) Given the product [C:1]([O:5][C:6]([N:8]1[CH2:12][CH2:11][C:10]([NH:14][C:15]2[CH:16]=[C:17]3[C:26](=[CH:27][C:28]=2[C:40]2[CH:41]=[CH:42][CH:43]=[CH:44][C:39]=2[F:38])[O:25][CH2:24][C:23]2[N:18]3[CH:19]([CH3:31])[C:20](=[O:30])[NH:21][N:22]=2)([CH3:13])[CH2:9]1)=[O:7])([CH3:4])([CH3:3])[CH3:2], predict the reactants needed to synthesize it. The reactants are: [C:1]([O:5][C:6]([N:8]1[CH2:12][CH2:11][C:10]([NH:14][C:15]2[CH:16]=[C:17]3[C:26](=[CH:27][C:28]=2Br)[O:25][CH2:24][C:23]2[N:18]3[CH:19]([CH3:31])[C:20](=[O:30])[NH:21][N:22]=2)([CH3:13])[CH2:9]1)=[O:7])([CH3:4])([CH3:3])[CH3:2].C([O-])([O-])=O.[K+].[K+].[F:38][C:39]1[CH:44]=[CH:43][CH:42]=[CH:41][C:40]=1B(O)O. (3) The reactants are: Cl.[NH2:2][C@@H:3]1[CH2:8][CH2:7][C@H:6]([NH:9][C:10]([C:12]2[C:16]3=[N:17][CH:18]=[CH:19][C:20]([C:21]4[CH:26]=[CH:25][C:24]([O:27][CH3:28])=[CH:23][C:22]=4[O:29][CH2:30][CH:31]4[CH2:33][CH2:32]4)=[C:15]3[NH:14][C:13]=2[CH3:34])=[O:11])[CH2:5][CH2:4]1.[CH3:35][O:36][CH2:37][C:38](Cl)=[O:39]. Given the product [CH:31]1([CH2:30][O:29][C:22]2[CH:23]=[C:24]([O:27][CH3:28])[CH:25]=[CH:26][C:21]=2[C:20]2[CH:19]=[CH:18][N:17]=[C:16]3[C:12]([C:10]([NH:9][C@H:6]4[CH2:7][CH2:8][C@@H:3]([NH:2][C:38](=[O:39])[CH2:37][O:36][CH3:35])[CH2:4][CH2:5]4)=[O:11])=[C:13]([CH3:34])[NH:14][C:15]=23)[CH2:32][CH2:33]1, predict the reactants needed to synthesize it.